This data is from Forward reaction prediction with 1.9M reactions from USPTO patents (1976-2016). The task is: Predict the product of the given reaction. (1) Given the reactants Br[C:2]1[CH:3]=[C:4]2[C:8](=[C:9]([C:11]([NH2:13])=[O:12])[CH:10]=1)[NH:7][CH:6]=[C:5]2[CH:14]1[CH2:19][CH2:18][N:17]([S:20]([CH2:23][CH3:24])(=[O:22])=[O:21])[CH2:16][CH2:15]1.[OH:25][CH2:26][C:27]1[S:31][C:30](B(O)O)=[CH:29][CH:28]=1.C(=O)([O-])[O-].[K+].[K+].CCOC(C)=O.O, predict the reaction product. The product is: [CH2:23]([S:20]([N:17]1[CH2:18][CH2:19][CH:14]([C:5]2[C:4]3[C:8](=[C:9]([C:11]([NH2:13])=[O:12])[CH:10]=[C:2]([C:30]4[S:31][C:27]([CH2:26][OH:25])=[CH:28][CH:29]=4)[CH:3]=3)[NH:7][CH:6]=2)[CH2:15][CH2:16]1)(=[O:22])=[O:21])[CH3:24]. (2) Given the reactants [Cl:1][C:2]1[CH:3]=[C:4]([C@:8]([C@@H:16]2[CH2:21][CH2:20][CH2:19][N:18]([C:22]([O:24][C:25]([CH3:28])([CH3:27])[CH3:26])=[O:23])[CH2:17]2)([OH:15])[CH2:9][CH2:10][CH2:11][CH2:12][O:13][CH3:14])[CH:5]=[CH:6][CH:7]=1.[H-].[Na+].I[CH3:32], predict the reaction product. The product is: [Cl:1][C:2]1[CH:3]=[C:4]([C@:8]([C@@H:16]2[CH2:21][CH2:20][CH2:19][N:18]([C:22]([O:24][C:25]([CH3:28])([CH3:27])[CH3:26])=[O:23])[CH2:17]2)([O:15][CH3:32])[CH2:9][CH2:10][CH2:11][CH2:12][O:13][CH3:14])[CH:5]=[CH:6][CH:7]=1. (3) Given the reactants [CH:1]([C@@H:3]1[CH2:20][C:19]2[CH:18]=[C:17]([O:21][CH3:22])[CH:16]=[CH:15][C:14]=2[C@@H:13]2[C@@H:4]1[C:5]1[C@@:9]([CH2:11][CH2:12]2)([CH3:10])[C:8](=[O:23])[CH2:7][CH:6]=1)=[CH2:2].C(O)C.O, predict the reaction product. The product is: [CH:1]([C@@H:3]1[CH2:20][C:19]2[CH:18]=[C:17]([O:21][CH3:22])[CH:16]=[CH:15][C:14]=2[C@@H:13]2[C@@H:4]1[C:5]1[C@@:9]([CH2:11][CH2:12]2)([CH3:10])[C@@H:8]([OH:23])[CH2:7][CH:6]=1)=[CH2:2]. (4) Given the reactants [Cl:1][C:2]1[C:3]([CH3:9])=[C:4]([CH:6]=[CH:7][CH:8]=1)[NH2:5].[C:10]1([CH3:20])[CH:15]=[CH:14][C:13]([S:16](Cl)(=[O:18])=[O:17])=[CH:12][CH:11]=1, predict the reaction product. The product is: [Cl:1][C:2]1[C:3]([CH3:9])=[C:4]([NH:5][S:16]([C:13]2[CH:14]=[CH:15][C:10]([CH3:20])=[CH:11][CH:12]=2)(=[O:18])=[O:17])[CH:6]=[CH:7][CH:8]=1. (5) Given the reactants [C:1]([C:3]1[CH:15]=[CH:14][C:6]([CH2:7][N:8]2[CH2:13][CH2:12][O:11][CH2:10][CH2:9]2)=[CH:5][CH:4]=1)#[CH:2].Cl[C:17]1[CH:22]=[C:21]([C:23]2[NH:32][C:26]3[N:27]=[CH:28][NH:29][C:30](=[O:31])[C:25]=3[CH:24]=2)[CH:20]=[CH:19][N:18]=1, predict the reaction product. The product is: [N:8]1([CH2:7][C:6]2[CH:14]=[CH:15][C:3]([C:1]#[C:2][C:19]3[CH:20]=[C:21]([C:23]4[NH:32][C:26]5[N:27]=[CH:28][NH:29][C:30](=[O:31])[C:25]=5[CH:24]=4)[CH:22]=[CH:17][N:18]=3)=[CH:4][CH:5]=2)[CH2:9][CH2:10][O:11][CH2:12][CH2:13]1. (6) Given the reactants CN(C)C(=O)C.Br[C:8]1[C:9]([NH:15][C:16]2[CH:21]=[CH:20][CH:19]=[CH:18][CH:17]=2)=[N:10][CH:11]=[C:12]([CH3:14])[CH:13]=1.C1CCN2C(=NCCC2)CC1, predict the reaction product. The product is: [CH3:14][C:12]1[CH:11]=[N:10][C:9]2[NH:15][C:16]3[C:21]([C:8]=2[CH:13]=1)=[CH:20][CH:19]=[CH:18][CH:17]=3. (7) Given the reactants [NH2:1][C:2]([C:4]1([NH:9][C:10](=O)[C:11]2[CH:16]=[CH:15][CH:14]=[CH:13][C:12]=2[Cl:17])[CH2:8][CH2:7][CH2:6][CH2:5]1)=[O:3].[OH-].[Na+].Cl, predict the reaction product. The product is: [Cl:17][C:12]1[CH:13]=[CH:14][CH:15]=[CH:16][C:11]=1[C:10]1[NH:1][C:2](=[O:3])[C:4]2([CH2:8][CH2:7][CH2:6][CH2:5]2)[N:9]=1. (8) Given the reactants [CH:1]12[CH:6]([C:7]([O:9][CH2:10][CH3:11])=[O:8])[CH:5]1[CH2:4][NH:3][CH2:2]2.C(=O)([O-])O.[Na+].Cl[CH2:18][C:19]1[CH:20]=[CH:21][C:22]2[S:27][C:26]3[N:28]=[CH:29][CH:30]=[N:31][C:25]=3[NH:24][C:23]=2[CH:32]=1.O, predict the reaction product. The product is: [N:31]1[C:25]2[NH:24][C:23]3[CH:32]=[C:19]([CH2:18][N:3]4[CH2:2][CH:1]5[CH:5]([CH:6]5[C:7]([O:9][CH2:10][CH3:11])=[O:8])[CH2:4]4)[CH:20]=[CH:21][C:22]=3[S:27][C:26]=2[N:28]=[CH:29][CH:30]=1. (9) Given the reactants [F:1][C:2]1[CH:3]=[C:4]([CH2:12][CH2:13][NH2:14])[CH:5]=[C:6]([O:10][CH3:11])[C:7]=1[O:8][CH3:9].C(N(CC)CC)C.[CH2:22]([O:24][C:25](Cl)=[O:26])[CH3:23].C([O-])(O)=O.[Na+], predict the reaction product. The product is: [CH2:22]([O:24][C:25](=[O:26])[NH:14][CH2:13][CH2:12][C:4]1[CH:5]=[C:6]([O:10][CH3:11])[C:7]([O:8][CH3:9])=[C:2]([F:1])[CH:3]=1)[CH3:23].